This data is from Reaction yield outcomes from USPTO patents with 853,638 reactions. The task is: Predict the reaction yield, written as a fraction of the theoretical maximum amount of product (1.0 means a 100% yield; for example, 0.34 means a 34% yield). (1) The reactants are [SH:1][C:2]1[N:10]=[CH:9][CH:8]=[CH:7][C:3]=1[C:4]([OH:6])=O.[NH2:11][CH2:12][C:13]1[S:14][CH:15]=[CH:16][CH:17]=1.P(Cl)(Cl)Cl.C(Cl)Cl.CO. The catalyst is ClC1C=CC=CC=1. The product is [SH:1][C:2]1[N:10]=[CH:9][CH:8]=[CH:7][C:3]=1[C:4]([NH:11][CH2:12][C:13]1[S:14][CH:15]=[CH:16][CH:17]=1)=[O:6]. The yield is 0.240. (2) The reactants are [CH3:1][O:2][C:3]1[CH:12]=[C:11]([O:13][CH3:14])[CH:10]=[C:9]2[C:4]=1[C:5](=[O:31])[NH:6][C:7]([C:15]1[CH:20]=[C:19]([CH3:21])[C:18]([NH:22][C:23]([CH2:25][O:26]C(=O)C)=[O:24])=[C:17]([CH3:30])[CH:16]=1)=[N:8]2.C(=O)([O-])[O-].[K+].[K+].Cl. The catalyst is CO.ClCCl.O. The product is [CH3:1][O:2][C:3]1[CH:12]=[C:11]([O:13][CH3:14])[CH:10]=[C:9]2[C:4]=1[C:5](=[O:31])[NH:6][C:7]([C:15]1[CH:20]=[C:19]([CH3:21])[C:18]([NH:22][C:23](=[O:24])[CH2:25][OH:26])=[C:17]([CH3:30])[CH:16]=1)=[N:8]2. The yield is 0.490. (3) The reactants are [N+:1]([C:4]1[CH:5]=[C:6]2[C:11](=[CH:12][C:13]=1[C:14]([F:17])([F:16])[F:15])[NH:10][C:9](=[O:18])[N:8]([NH:19][S:20]([CH3:23])(=[O:22])=[O:21])[C:7]2=[O:24])([O-])=O. The catalyst is [Pd].CCO.CC(O)=O. The product is [NH2:1][C:4]1[CH:5]=[C:6]2[C:11](=[CH:12][C:13]=1[C:14]([F:16])([F:15])[F:17])[NH:10][C:9](=[O:18])[N:8]([NH:19][S:20]([CH3:23])(=[O:22])=[O:21])[C:7]2=[O:24]. The yield is 0.610. (4) The reactants are Br[C:2]1[C:7]([F:8])=[C:6]([Cl:9])[N:5]=[C:4]([N:10]2[CH2:15][CH2:14][O:13][CH2:12][CH2:11]2)[CH:3]=1.[CH3:16][C:17]1[N:22]=[CH:21][C:20]([NH2:23])=[CH:19][C:18]=1B1OC(C)(C)C(C)(C)O1.C([O-])([O-])=O.[Na+].[Na+]. The catalyst is COCCOC.C1C=CC([P]([Pd]([P](C2C=CC=CC=2)(C2C=CC=CC=2)C2C=CC=CC=2)([P](C2C=CC=CC=2)(C2C=CC=CC=2)C2C=CC=CC=2)[P](C2C=CC=CC=2)(C2C=CC=CC=2)C2C=CC=CC=2)(C2C=CC=CC=2)C2C=CC=CC=2)=CC=1. The product is [Cl:9][C:6]1[C:7]([F:8])=[C:2]([C:18]2[C:17]([CH3:16])=[N:22][CH:21]=[C:20]([NH2:23])[CH:19]=2)[CH:3]=[C:4]([N:10]2[CH2:15][CH2:14][O:13][CH2:12][CH2:11]2)[N:5]=1. The yield is 0.770. (5) The yield is 0.740. The product is [C:19]1([C:2]2[NH:18][C:5]3=[N:6][CH:7]=[C:8]([NH:10][C:11](=[O:17])[O:12][C:13]([CH3:16])([CH3:15])[CH3:14])[CH:9]=[C:4]3[CH:3]=2)[CH:24]=[CH:23][CH:22]=[CH:21][CH:20]=1. The reactants are I[C:2]1[NH:18][C:5]2=[N:6][CH:7]=[C:8]([NH:10][C:11](=[O:17])[O:12][C:13]([CH3:16])([CH3:15])[CH3:14])[CH:9]=[C:4]2[CH:3]=1.[C:19]1(B(O)O)[CH:24]=[CH:23][CH:22]=[CH:21][CH:20]=1.C(=O)([O-])[O-].[K+].[K+]. The catalyst is O1CCOCC1.O.O1CCCC1.C1C=CC([P]([Pd]([P](C2C=CC=CC=2)(C2C=CC=CC=2)C2C=CC=CC=2)([P](C2C=CC=CC=2)(C2C=CC=CC=2)C2C=CC=CC=2)[P](C2C=CC=CC=2)(C2C=CC=CC=2)C2C=CC=CC=2)(C2C=CC=CC=2)C2C=CC=CC=2)=CC=1. (6) The catalyst is N1C=CC=CC=1.CCOC(C)=O. The product is [C:22]([NH:1][C:2]1[N:10]=[C:9]2[C:5]([N:6]=[CH:7][N:8]2[C@H:11]2[C@H:16]3[C@H:17]([OH:18])[C@:13]([CH2:19][OH:20])([CH2:14][O:15]3)[O:12]2)=[C:4]([NH:21][C:31](=[O:33])[C:32]2[CH:14]=[CH:13][CH:17]=[CH:16][CH:11]=2)[N:3]=1)(=[O:29])[C:23]1[CH:28]=[CH:27][CH:26]=[CH:25][CH:24]=1. The yield is 0.620. The reactants are [NH2:1][C:2]1[N:10]=[C:9]2[C:5]([N:6]=[CH:7][N:8]2[C@H:11]2[C@H:16]3[C@H:17]([OH:18])[C@:13]([CH2:19][OH:20])([CH2:14][O:15]3)[O:12]2)=[C:4]([NH2:21])[N:3]=1.[C:22](Cl)(=[O:29])[C:23]1[CH:28]=[CH:27][CH:26]=[CH:25][CH:24]=1.[CH2:31]([OH:33])[CH3:32].[OH-].[Na+]. (7) The reactants are [F:1][C:2]1[CH:3]=[C:4]([CH:54]=[C:55]([F:57])[CH:56]=1)[C:5]([C:7]1[CH:8]=[C:9]2[C:13](=[CH:14][CH:15]=1)[N:12](C(C1C=CC=CC=1)(C1C=CC=CC=1)C1C=CC=CC=1)[N:11]=[C:10]2[NH:35][C:36](=[O:53])[C:37]1[CH:42]=[CH:41][C:40]([N:43]2[CH2:48][CH2:47][N:46]([CH3:49])[CH2:45][CH2:44]2)=[CH:39][C:38]=1[N+:50]([O-:52])=[O:51])=[O:6].FC(F)(F)C(O)=O. The catalyst is ClCCl. The product is [F:1][C:2]1[CH:3]=[C:4]([CH:54]=[C:55]([F:57])[CH:56]=1)[C:5]([C:7]1[CH:8]=[C:9]2[C:13](=[CH:14][CH:15]=1)[NH:12][N:11]=[C:10]2[NH:35][C:36](=[O:53])[C:37]1[CH:42]=[CH:41][C:40]([N:43]2[CH2:44][CH2:45][N:46]([CH3:49])[CH2:47][CH2:48]2)=[CH:39][C:38]=1[N+:50]([O-:52])=[O:51])=[O:6]. The yield is 0.780. (8) The yield is 0.770. The product is [CH2:30]([C:6]([CH2:5][CH2:4][CH2:3][C:2]([F:21])([F:1])[C:17]([F:18])([F:19])[F:20])([C:7]([O:9][CH2:10][CH3:11])=[O:8])[C:12]([O:14][CH2:15][CH3:16])=[O:13])[CH2:29][CH2:28][CH2:27][CH:26]=[CH2:25]. The reactants are [F:1][C:2]([F:21])([C:17]([F:20])([F:19])[F:18])[CH2:3][CH2:4][CH2:5][CH:6]([C:12]([O:14][CH2:15][CH3:16])=[O:13])[C:7]([O:9][CH2:10][CH3:11])=[O:8].[H-].[Na+].Br[CH2:25][CH2:26][CH2:27][CH2:28][CH:29]=[CH2:30].O. The catalyst is CS(C)=O.C(OCC)(=O)C.CCCCCC. (9) The reactants are [Cl:1][C:2]1[CH:23]=[C:22]([C:24]([F:27])([F:26])[F:25])[CH:21]=[CH:20][C:3]=1[CH2:4][N:5]1[C:9](/[CH:10]=[CH:11]/[C:12]([O:14]CC)=[O:13])=[CH:8][C:7]([CH:17]2[CH2:19][CH2:18]2)=[N:6]1. The catalyst is [C].[Pd].O1CCCC1. The product is [Cl:1][C:2]1[CH:23]=[C:22]([C:24]([F:27])([F:25])[F:26])[CH:21]=[CH:20][C:3]=1[CH2:4][N:5]1[C:9]([CH2:10][CH2:11][C:12]([OH:14])=[O:13])=[CH:8][C:7]([CH:17]2[CH2:19][CH2:18]2)=[N:6]1. The yield is 0.860.